From a dataset of Forward reaction prediction with 1.9M reactions from USPTO patents (1976-2016). Predict the product of the given reaction. (1) Given the reactants [CH3:1][C:2]1([CH3:10])[CH2:7][CH:6]([CH2:8][OH:9])[CH2:5][CH2:4][O:3]1.C[N+]1([O-])CCOCC1, predict the reaction product. The product is: [CH3:1][C:2]1([CH3:10])[CH2:7][CH:6]([CH:8]=[O:9])[CH2:5][CH2:4][O:3]1. (2) Given the reactants [CH3:1][C:2]1[CH:7]=[CH:6][CH:5]=[CH:4][C:3]=1[C:8]1[C:9]2[CH:16]=[C:15]([CH2:17][O:18][C:19]3[CH:24]=[CH:23][C:22]([CH2:25][CH2:26][C:27]([O:29]C)=[O:28])=[CH:21][CH:20]=3)[CH:14]=[CH:13][C:10]=2[S:11][CH:12]=1.[Li+].[OH-].Cl, predict the reaction product. The product is: [CH3:1][C:2]1[CH:7]=[CH:6][CH:5]=[CH:4][C:3]=1[C:8]1[C:9]2[CH:16]=[C:15]([CH2:17][O:18][C:19]3[CH:20]=[CH:21][C:22]([CH2:25][CH2:26][C:27]([OH:29])=[O:28])=[CH:23][CH:24]=3)[CH:14]=[CH:13][C:10]=2[S:11][CH:12]=1. (3) Given the reactants [I:1][C:2]1[CH:14]=[CH:13][C:12]2[C:11]3[C:6](=[CH:7][C:8]([I:15])=[CH:9][CH:10]=3)[NH:5][C:4]=2[CH:3]=1.C([O-])([O-])=O.[K+].[K+].Br[CH2:23][CH2:24][CH2:25][CH2:26][CH2:27][CH2:28][CH2:29][CH3:30], predict the reaction product. The product is: [CH2:23]([N:5]1[C:6]2[CH:7]=[C:8]([I:15])[CH:9]=[CH:10][C:11]=2[C:12]2[C:4]1=[CH:3][C:2]([I:1])=[CH:14][CH:13]=2)[CH2:24][CH2:25][CH2:26][CH2:27][CH2:28][CH2:29][CH3:30]. (4) Given the reactants [C:1]([O:5][C:6]([N:8]([C:17]1[CH:26]=[CH:25][C:20]([C:21]([O:23]C)=[O:22])=[CH:19][C:18]=1[O:27][CH2:28][CH:29]1[CH2:31][CH2:30]1)[S:9]([CH2:12][CH2:13][N:14]([CH3:16])[CH3:15])(=[O:11])=[O:10])=[O:7])([CH3:4])([CH3:3])[CH3:2].[Li+].[OH-], predict the reaction product. The product is: [C:1]([O:5][C:6]([N:8]([C:17]1[CH:26]=[CH:25][C:20]([C:21]([OH:23])=[O:22])=[CH:19][C:18]=1[O:27][CH2:28][CH:29]1[CH2:30][CH2:31]1)[S:9]([CH2:12][CH2:13][N:14]([CH3:15])[CH3:16])(=[O:11])=[O:10])=[O:7])([CH3:4])([CH3:2])[CH3:3]. (5) The product is: [F:15][C:10]1[CH:9]=[C:8]([CH2:7][C:6]([NH2:5])([CH3:16])[CH3:17])[CH:13]=[CH:12][C:11]=1[CH3:14]. Given the reactants ClCC([NH:5][C:6]([CH3:17])([CH3:16])[CH2:7][C:8]1[CH:13]=[CH:12][C:11]([CH3:14])=[C:10]([F:15])[CH:9]=1)=O.NC(N)=S, predict the reaction product. (6) Given the reactants [C:1]([C:3]1[CH:4]=[CH:5][C:6]([N:9]2[CH2:18][CH2:17][C:16]3[C:15](O)=[N:14][C:13]([NH:20][C:21](=[O:26])[C:22]([CH3:25])([CH3:24])[CH3:23])=[N:12][C:11]=3[CH2:10]2)=[N:7][CH:8]=1)#[N:2].O=P(Cl)(Cl)[Cl:29], predict the reaction product. The product is: [Cl:29][C:15]1[C:16]2[CH2:17][CH2:18][N:9]([C:6]3[CH:5]=[CH:4][C:3]([C:1]#[N:2])=[CH:8][N:7]=3)[CH2:10][C:11]=2[N:12]=[C:13]([NH:20][C:21](=[O:26])[C:22]([CH3:25])([CH3:24])[CH3:23])[N:14]=1. (7) Given the reactants Br[C:2]1[CH:3]=[N:4][N:5]2[CH:10]=[CH:9][C:8]([NH:11][CH2:12][C@@H:13]3[CH2:17][CH2:16][CH2:15][N:14]3[C:18]([O:20][C:21]([CH3:24])([CH3:23])[CH3:22])=[O:19])=[N:7][C:6]=12.[CH3:25][O:26][C:27]1[CH:32]=[CH:31][CH:30]=[CH:29][C:28]=1B(O)O, predict the reaction product. The product is: [CH3:25][O:26][C:27]1[CH:32]=[CH:31][CH:30]=[CH:29][C:28]=1[C:2]1[CH:3]=[N:4][N:5]2[CH:10]=[CH:9][C:8]([NH:11][CH2:12][C@@H:13]3[CH2:17][CH2:16][CH2:15][N:14]3[C:18]([O:20][C:21]([CH3:24])([CH3:23])[CH3:22])=[O:19])=[N:7][C:6]=12. (8) Given the reactants [Cl:1][C:2]1[CH:3]=[C:4]([CH:18]=[CH:19][C:20]=1[F:21])[CH2:5][C:6]1[CH:7]=[N:8][C:9]2[N:10]([N:12]=[CH:13][C:14]=2[C:15]([OH:17])=O)[CH:11]=1.CN(C(ON1N=NC2C=CC=CC1=2)=[N+](C)C)C.[B-](F)(F)(F)F.C(N(CC)CC)C.[NH2:51][CH2:52][CH2:53][C:54]([NH2:56])=[O:55], predict the reaction product. The product is: [NH2:56][C:54](=[O:55])[CH2:53][CH2:52][NH:51][C:15]([C:14]1[CH:13]=[N:12][N:10]2[CH:11]=[C:6]([CH2:5][C:4]3[CH:18]=[CH:19][C:20]([F:21])=[C:2]([Cl:1])[CH:3]=3)[CH:7]=[N:8][C:9]=12)=[O:17]. (9) Given the reactants [C:1]([NH:4][C:5]1[S:6][C:7]([CH2:10][N:11]2[CH2:16][CH2:15][CH:14]([C:17]3[CH:27]=[CH:26][C:20]([C:21]([O:23]CC)=[O:22])=[CH:19][CH:18]=3)[CH2:13][CH2:12]2)=[CH:8][N:9]=1)(=[O:3])[CH3:2].C(OC(N1CC=C(C2C=CC(C(OCC)=O)=CC=2)CC1)=O)(C)(C)C.C(C1SC(NC(=O)C)=NC=1)=O.O[Li].O.C(O)(=O)CC(CC(O)=O)(C(O)=O)O, predict the reaction product. The product is: [C:1]([NH:4][C:5]1[S:6][C:7]([CH2:10][N:11]2[CH2:12][CH2:13][CH:14]([C:17]3[CH:18]=[CH:19][C:20]([C:21]([OH:23])=[O:22])=[CH:26][CH:27]=3)[CH2:15][CH2:16]2)=[CH:8][N:9]=1)(=[O:3])[CH3:2]. (10) Given the reactants [CH3:1][O:2][C:3]1[C:4]([C:16]#[N:17])=[N:5][N:6](COCC[Si](C)(C)C)[CH:7]=1, predict the reaction product. The product is: [CH3:1][O:2][C:3]1[C:4]([C:16]#[N:17])=[N:5][NH:6][CH:7]=1.